Dataset: Reaction yield outcomes from USPTO patents with 853,638 reactions. Task: Predict the reaction yield, written as a fraction of the theoretical maximum amount of product (1.0 means a 100% yield; for example, 0.34 means a 34% yield). (1) The reactants are [CH3:1][C:2]1[CH:3]=[N:4][C:5]2[C:14]([C:15]=1[CH3:16])=[CH:13][CH:12]=[C:11]1[C:6]=2[N:7]=[CH:8][C:9]([CH3:18])=[C:10]1[CH3:17].[Li][CH3:20]. No catalyst specified. The product is [CH3:20][C:8]1[C:9]([CH3:18])=[C:10]([CH3:17])[C:11]2[C:6](=[C:5]3[C:14](=[CH:13][CH:12]=2)[C:15]([CH3:16])=[C:2]([CH3:1])[CH:3]=[N:4]3)[N:7]=1. The yield is 0.320. (2) The reactants are CO[C:3](=[O:19])[C:4]1[CH:9]=[C:8]([CH:10]([O:12][CH3:13])[CH3:11])[C:7]([C:14]([F:17])([F:16])[F:15])=[CH:6][C:5]=1[NH2:18].CC[N:22]([CH2:25]C)CC.[CH3:27][S:28]([NH:31]N)(=[O:30])=[O:29].[OH-:33].[Na+].Cl. The catalyst is C1COCC1.CCOC(C)=O.CCCCC. The product is [CH3:13][O:12][CH:10]([C:8]1[CH:9]=[C:4]2[C:5](=[CH:6][C:7]=1[C:14]([F:15])([F:16])[F:17])[NH:18][C:25](=[O:33])[N:22]([NH:31][S:28]([CH3:27])(=[O:30])=[O:29])[C:3]2=[O:19])[CH3:11]. The yield is 0.680. (3) The reactants are [OH:1][N:2]=[C:3](Cl)[C:4]1[CH:9]=[CH:8][CH:7]=[CH:6][N:5]=1.[F:11][C:12]([F:21])([F:20])[C:13]#[C:14][C:15]([O:17][CH2:18][CH3:19])=[O:16].C(N(CC)CC)C. The yield is 0.0670. The catalyst is ClCCl. The product is [N:5]1[CH:6]=[CH:7][CH:8]=[CH:9][C:4]=1[C:3]1[C:13]([C:12]([F:11])([F:21])[F:20])=[C:14]([C:15]([O:17][CH2:18][CH3:19])=[O:16])[O:1][N:2]=1. (4) The reactants are [C:1]([C:5]1[CH:6]=[C:7]([NH:28][C:29]([NH:31][C@@H:32]2[C:41]3[C:36](=[CH:37][CH:38]=[CH:39][CH:40]=3)[C@H:35]([O:42][C:43]3[CH:44]=[CH:45][C:46]4[N:47]([C:49]([N:52]5[CH2:57][CH2:56][CH2:55][CH2:54][CH2:53]5)=[N:50][N:51]=4)[CH:48]=3)[CH2:34][CH2:33]2)=[O:30])[N:8]([C:10]2[CH:15]=[CH:14][C:13]([O:16][Si](C(C)C)(C(C)C)C(C)C)=[C:12]([Cl:27])[CH:11]=2)[N:9]=1)([CH3:4])([CH3:3])[CH3:2].CCCC[N+](CCCC)(CCCC)CCCC.[F-]. The catalyst is C1COCC1. The product is [C:1]([C:5]1[CH:6]=[C:7]([NH:28][C:29]([NH:31][C@@H:32]2[C:41]3[C:36](=[CH:37][CH:38]=[CH:39][CH:40]=3)[C@H:35]([O:42][C:43]3[CH:44]=[CH:45][C:46]4[N:47]([C:49]([N:52]5[CH2:57][CH2:56][CH2:55][CH2:54][CH2:53]5)=[N:50][N:51]=4)[CH:48]=3)[CH2:34][CH2:33]2)=[O:30])[N:8]([C:10]2[CH:15]=[CH:14][C:13]([OH:16])=[C:12]([Cl:27])[CH:11]=2)[N:9]=1)([CH3:4])([CH3:2])[CH3:3]. The yield is 0.350. (5) The product is [Br:3][C:4]1[N:9]=[C:8]([NH:10][C:11]2[S:12][C:13]([Br:1])=[CH:14][N:15]=2)[CH:7]=[CH:6][CH:5]=1. The reactants are [Br:1]Br.[Br:3][C:4]1[N:9]=[C:8]([NH:10][C:11]2[S:12][CH:13]=[CH:14][N:15]=2)[CH:7]=[CH:6][CH:5]=1. The yield is 0.940. The catalyst is C(O)(=O)C.S([O-])(O)(=O)=O.[K+]. (6) The reactants are [C:1]([O:5][C:6]([NH:8][C@@H:9]1[CH2:12][C@H:11]([C:13]([OH:15])=O)[C:10]1([CH3:17])[CH3:16])=[O:7])([CH3:4])([CH3:3])[CH3:2].[CH:18]1[CH:19]=[CH:20]C2N(O)N=[N:24][C:22]=2[CH:23]=1.C(N(CC)CC)C.N1CCCCC1. The catalyst is O.C(Cl)Cl. The product is [CH3:16][C:10]1([CH3:17])[C@@H:11]([C:13]([N:24]2[CH2:20][CH2:19][CH2:18][CH2:23][CH2:22]2)=[O:15])[CH2:12][C@H:9]1[NH:8][C:6](=[O:7])[O:5][C:1]([CH3:2])([CH3:3])[CH3:4]. The yield is 0.590. (7) The reactants are FC(F)(F)S(O[C:7]1[C:15]2[C:10](=[CH:11][N:12]=[CH:13][CH:14]=2)[O:9][C:8]=1[C:16]1[N:21]=[CH:20][CH:19]=[CH:18][N:17]=1)(=O)=O.[NH2:24][C:25]1[C:33]2[N:32]=[CH:31][N:30]([C:34]([O:36][C:37]([CH3:40])([CH3:39])[CH3:38])=[O:35])[C:29]=2[CH:28]=[CH:27][CH:26]=1.CC1(C)C2C(=C(P(C3C=CC=CC=3)C3C=CC=CC=3)C=CC=2)OC2C(P(C3C=CC=CC=3)C3C=CC=CC=3)=CC=CC1=2.[O-]P([O-])([O-])=O.[K+].[K+].[K+]. The catalyst is C1(C)C=CC=CC=1.C1C=CC(/C=C/C(/C=C/C2C=CC=CC=2)=O)=CC=1.C1C=CC(/C=C/C(/C=C/C2C=CC=CC=2)=O)=CC=1.C1C=CC(/C=C/C(/C=C/C2C=CC=CC=2)=O)=CC=1.[Pd].[Pd]. The product is [N:17]1[CH:18]=[CH:19][CH:20]=[N:21][C:16]=1[C:8]1[O:9][C:10]2=[CH:11][N:12]=[CH:13][CH:14]=[C:15]2[C:7]=1[NH:24][C:25]1[C:33]2[N:32]=[CH:31][N:30]([C:34]([O:36][C:37]([CH3:40])([CH3:39])[CH3:38])=[O:35])[C:29]=2[CH:28]=[CH:27][CH:26]=1. The yield is 0.600. (8) The reactants are [C:1]1(OC(Cl)=O)[CH:6]=[CH:5][CH:4]=[CH:3][CH:2]=1.[NH2:11][C:12]1[CH:13]=[C:14]([C:18]#[C:19][C:20]2[CH:21]=[N:22][C:23]([NH:26][CH2:27][CH2:28][CH2:29][N:30]3[CH2:35][CH2:34][CH2:33][CH2:32][CH2:31]3)=[N:24][CH:25]=2)[CH:15]=[CH:16][CH:17]=1.[N:36]1[CH:41]=CC=CC=1.C1C[O:45]CC1. No catalyst specified. The product is [C:1]1([NH:36][C:41]([NH:11][C:12]2[CH:17]=[CH:16][CH:15]=[C:14]([C:18]#[C:19][C:20]3[CH:21]=[N:22][C:23]([NH:26][CH2:27][CH2:28][CH2:29][N:30]4[CH2:31][CH2:32][CH2:33][CH2:34][CH2:35]4)=[N:24][CH:25]=3)[CH:13]=2)=[O:45])[CH:2]=[CH:3][CH:4]=[CH:5][CH:6]=1. The yield is 0.480.